This data is from NCI-60 drug combinations with 297,098 pairs across 59 cell lines. The task is: Regression. Given two drug SMILES strings and cell line genomic features, predict the synergy score measuring deviation from expected non-interaction effect. Drug 1: C1=CC(=CC=C1CCCC(=O)O)N(CCCl)CCCl. Drug 2: C1=NC(=NC(=O)N1C2C(C(C(O2)CO)O)O)N. Cell line: KM12. Synergy scores: CSS=-19.5, Synergy_ZIP=-1.02, Synergy_Bliss=-22.1, Synergy_Loewe=-23.7, Synergy_HSA=-24.3.